Dataset: Catalyst prediction with 721,799 reactions and 888 catalyst types from USPTO. Task: Predict which catalyst facilitates the given reaction. Reactant: C1(C)C=CC(S(O)(=O)=O)=CC=1.[C:12]1([C:18]2([C:24]([OH:26])=[O:25])[CH2:23][CH2:22][NH:21][CH2:20][CH2:19]2)[CH:17]=[CH:16][CH:15]=[CH:14][CH:13]=1.[OH-].[Na+].Cl[C:30]([O:32][CH2:33][C:34]1[CH:39]=[CH:38][CH:37]=[CH:36][CH:35]=1)=[O:31].Cl. Product: [CH2:33]([O:32][C:30]([N:21]1[CH2:20][CH2:19][C:18]([C:12]2[CH:13]=[CH:14][CH:15]=[CH:16][CH:17]=2)([C:24]([OH:26])=[O:25])[CH2:23][CH2:22]1)=[O:31])[C:34]1[CH:39]=[CH:38][CH:37]=[CH:36][CH:35]=1. The catalyst class is: 283.